This data is from Peptide-MHC class II binding affinity with 134,281 pairs from IEDB. The task is: Regression. Given a peptide amino acid sequence and an MHC pseudo amino acid sequence, predict their binding affinity value. This is MHC class II binding data. (1) The peptide sequence is CGSTDEYCSPDHNCQ. The MHC is DRB4_0101 with pseudo-sequence DRB4_0103. The binding affinity (normalized) is 0.117. (2) The peptide sequence is KSTNGLRIKSYEDAK. The MHC is DRB1_0401 with pseudo-sequence DRB1_0401. The binding affinity (normalized) is 0.190. (3) The peptide sequence is NPRQAYANYRDIDLG. The MHC is DRB1_0301 with pseudo-sequence DRB1_0301. The binding affinity (normalized) is 0.170. (4) The peptide sequence is RTKYTATISGLKPGV. The MHC is DRB1_1201 with pseudo-sequence DRB1_1201. The binding affinity (normalized) is 0.169. (5) The peptide sequence is KDDIFYYVYGLLHDP. The MHC is DRB1_0701 with pseudo-sequence DRB1_0701. The binding affinity (normalized) is 0.182. (6) The peptide sequence is AFKVACTAANAAPAN. The MHC is DRB1_0401 with pseudo-sequence DRB1_0401. The binding affinity (normalized) is 0.793. (7) The peptide sequence is SPSLWEIEFAIQLASV. The MHC is DRB1_0101 with pseudo-sequence DRB1_0101. The binding affinity (normalized) is 0.213. (8) The peptide sequence is QRPLVTIKIGGQLKE. The MHC is DRB1_1201 with pseudo-sequence DRB1_1201. The binding affinity (normalized) is 0.519.